Dataset: Forward reaction prediction with 1.9M reactions from USPTO patents (1976-2016). Task: Predict the product of the given reaction. (1) Given the reactants [F:1][C:2]1[CH:8]=[CH:7][C:5]([NH2:6])=[CH:4][CH:3]=1.[CH2:9]([N:16]1[CH2:21][CH2:20][CH2:19][CH2:18][C:17]1=O)[C:10]1[CH:15]=[CH:14][CH:13]=[CH:12][CH:11]=1.C(O)(=O)C.[BH4-].[Na+], predict the reaction product. The product is: [CH2:9]([N:16]1[CH2:21][CH2:20][CH:19]([NH:6][C:5]2[CH:7]=[CH:8][C:2]([F:1])=[CH:3][CH:4]=2)[CH2:18][CH2:17]1)[C:10]1[CH:15]=[CH:14][CH:13]=[CH:12][CH:11]=1. (2) Given the reactants [NH2:1][C:2]1[CH:10]=[CH:9][C:5]2[N:6]=[CH:7][NH:8][C:4]=2[CH:3]=1.C([O-])(=O)C.[Na+].[Br:16]Br, predict the reaction product. The product is: [NH2:1][C:2]1[CH:10]=[CH:9][C:5]2[N:6]=[CH:7][NH:8][C:4]=2[C:3]=1[Br:16].